Dataset: Reaction yield outcomes from USPTO patents with 853,638 reactions. Task: Predict the reaction yield, written as a fraction of the theoretical maximum amount of product (1.0 means a 100% yield; for example, 0.34 means a 34% yield). (1) The reactants are [C:1]([O:5][C:6](=[O:35])[NH:7][C:8]1([C:12]2[CH:17]=[CH:16][C:15]([C:18]3[C:27]([C:28]4[CH:33]=[CH:32][CH:31]=[CH:30][CH:29]=4)=[CH:26][C:25]4[C:24](=[O:34])[NH:23][CH2:22][CH2:21][C:20]=4[N:19]=3)=[CH:14][CH:13]=2)[CH2:11][CH2:10][CH2:9]1)([CH3:4])([CH3:3])[CH3:2].[H-].[Na+].Br[CH2:39][C:40]#[N:41].[NH4+].[Cl-]. The catalyst is CN(C=O)C. The product is [C:1]([O:5][C:6](=[O:35])[NH:7][C:8]1([C:12]2[CH:13]=[CH:14][C:15]([C:18]3[C:27]([C:28]4[CH:29]=[CH:30][CH:31]=[CH:32][CH:33]=4)=[CH:26][C:25]4[C:24](=[O:34])[N:23]([CH2:39][C:40]#[N:41])[CH2:22][CH2:21][C:20]=4[N:19]=3)=[CH:16][CH:17]=2)[CH2:11][CH2:10][CH2:9]1)([CH3:4])([CH3:2])[CH3:3]. The yield is 0.290. (2) The reactants are C[Sn]([C:5]1[C:13]2[C:8](=[CH:9][CH:10]=[C:11]([C:14]#[N:15])[CH:12]=2)[N:7](C2CCCCO2)[N:6]=1)(C)C.Br[C:23]1[CH:24]=[N:25][C:26]2[C:31]([CH:32]=1)=[CH:30][CH:29]=[CH:28][CH:27]=2.Cl.C(=O)([O-])[O-:35].[K+].[K+]. The catalyst is CN(C)C=O.O.CO.C1C=CC([P]([Pd]([P](C2C=CC=CC=2)(C2C=CC=CC=2)C2C=CC=CC=2)([P](C2C=CC=CC=2)(C2C=CC=CC=2)C2C=CC=CC=2)[P](C2C=CC=CC=2)(C2C=CC=CC=2)C2C=CC=CC=2)(C2C=CC=CC=2)C2C=CC=CC=2)=CC=1. The product is [N:25]1[C:26]2[C:31](=[CH:30][CH:29]=[CH:28][CH:27]=2)[CH:32]=[C:23]([C:5]2[C:13]3[C:8](=[CH:9][CH:10]=[C:11]([C:14]([NH2:15])=[O:35])[CH:12]=3)[NH:7][N:6]=2)[CH:24]=1. The yield is 0.410. (3) The yield is 0.650. The catalyst is CCOC(C)=O. The reactants are [C:1]([O-:6])(=[O:5])[CH:2]([CH3:4])[CH3:3].C[N+](C)(C)C.C(O)(=O)C(C)C.[C:18](=[O:28])([S:26][CH3:27])[O:19][O:20][CH:21](Cl)[CH:22]([CH3:24])[CH3:23]. The product is [C:18](=[O:28])([S:26][CH3:27])[O:19][O:20][CH:21]([O:6][C:1](=[O:5])[CH:2]([CH3:4])[CH3:3])[CH:22]([CH3:24])[CH3:23]. (4) The reactants are [Cl:1][C:2]1[CH:7]=[CH:6][C:5]([C:8]([N:10]2[CH2:15][CH2:14][N:13]([CH:16]3[CH:20]([OH:21])[CH2:19][NH:18][CH2:17]3)[CH2:12][CH2:11]2)=[O:9])=[CH:4][CH:3]=1.C(#N)C.C1CCN2C(=NCCC2)CC1.Cl[C:37]1[C:46]2[C:41](=[CH:42][CH:43]=[C:44]([O:47][CH3:48])[CH:45]=2)[N:40]=[C:39]([C:49]([F:52])([F:51])[F:50])[N:38]=1. The catalyst is CO.CCOC(C)=O.CCOCC. The product is [Cl:1][C:2]1[CH:7]=[CH:6][C:5]([C:8]([N:10]2[CH2:15][CH2:14][N:13]([C@@H:16]3[C@@H:20]([OH:21])[CH2:19][N:18]([C:37]4[C:46]5[C:41](=[CH:42][CH:43]=[C:44]([O:47][CH3:48])[CH:45]=5)[N:40]=[C:39]([C:49]([F:51])([F:52])[F:50])[N:38]=4)[CH2:17]3)[CH2:12][CH2:11]2)=[O:9])=[CH:4][CH:3]=1. The yield is 0.800. (5) The catalyst is C(O)C.O1CCCC1. The product is [CH2:1]([O:3][C:4]1([C:7]2[CH:12]=[CH:11][C:10]([C:13]#[C:14][C:15]3[CH:16]=[CH:17][C:18]([C:19]([OH:21])=[O:20])=[CH:24][CH:25]=3)=[CH:9][C:8]=2[CH:26]([CH3:27])[CH3:28])[CH2:6][CH2:5]1)[CH3:2]. The reactants are [CH2:1]([O:3][C:4]1([C:7]2[CH:12]=[CH:11][C:10]([C:13]#[C:14][C:15]3[CH:25]=[CH:24][C:18]([C:19]([O:21]CC)=[O:20])=[CH:17][CH:16]=3)=[CH:9][C:8]=2[CH:26]([CH3:28])[CH3:27])[CH2:6][CH2:5]1)[CH3:2].[OH-].[Na+]. The yield is 0.920. (6) The reactants are [CH3:1][N:2]1[C:23](=[O:24])[C:6]2[NH:7][CH:8]=[C:9]3[CH2:10][NH:11][C:12]4[CH:17]=[CH:16][C:15]([CH2:18][S:19]([CH3:22])(=[O:21])=[O:20])=[CH:14][C:13]=4[C:4]([C:5]=23)=[CH:3]1.[CH:25](=O)[C:26]1[CH:31]=[CH:30][CH:29]=[CH:28][CH:27]=1.C(O)(=O)C.C(O[BH-](OC(=O)C)OC(=O)C)(=O)C.[Na+]. The catalyst is ClCCl. The product is [CH2:25]([N:11]1[CH2:10][C:9]2[C:5]3=[C:6]([C:23](=[O:24])[N:2]([CH3:1])[CH:3]=[C:4]3[C:13]3[CH:14]=[C:15]([CH2:18][S:19]([CH3:22])(=[O:21])=[O:20])[CH:16]=[CH:17][C:12]1=3)[NH:7][CH:8]=2)[C:26]1[CH:31]=[CH:30][CH:29]=[CH:28][CH:27]=1. The yield is 0.220. (7) The product is [CH3:1][O:2][C:3]([C:5]1([C:10]([OH:12])=[O:11])[C:7]2([CH2:9][CH2:8]2)[CH2:6]1)=[O:4]. The yield is 0.820. The reactants are [CH3:1][O:2][C:3]([C:5]1([C:10]([O:12]C)=[O:11])[C:7]2([CH2:9][CH2:8]2)[CH2:6]1)=[O:4].[OH-].[K+].Cl. The catalyst is CO.O. (8) The reactants are [Cl:1][C:2]1[CH:7]=[CH:6][CH:5]=[C:4]([Cl:8])[N:3]=1.[B:9]1(B2OC(C)(C)C(C)(C)O2)[O:13]C(C)(C)C(C)(C)[O:10]1. The catalyst is [Ir+].ClC1CCC=CCCC=1.N1C2C(=CC=C3C=2N=CC=C3)C=CC=1.ClCCCl. The product is [Cl:1][C:2]1[CH:7]=[C:6]([B:9]([OH:13])[OH:10])[CH:5]=[C:4]([Cl:8])[N:3]=1. The yield is 0.580. (9) The reactants are C([NH:11][CH2:12][C:13](=[O:33])[CH2:14][CH2:15][C:16]([O:18][CH2:19][CH2:20][CH2:21][CH2:22][C:23]([O:25]CC1C=CC=CC=1)=[O:24])=[O:17])(OCC1C=CC=CC=1)=O.[ClH:34]. The catalyst is [Pd].CC(O)C. The product is [ClH:34].[NH2:11][CH2:12][C:13](=[O:33])[CH2:14][CH2:15][C:16]([O:18][CH2:19][CH2:20][CH2:21][CH2:22][C:23]([OH:25])=[O:24])=[O:17]. The yield is 0.970.